Dataset: Full USPTO retrosynthesis dataset with 1.9M reactions from patents (1976-2016). Task: Predict the reactants needed to synthesize the given product. (1) Given the product [I-:13].[CH2:1]([N+:5]1([CH3:12])[CH2:10][CH2:9][CH2:8][CH:7]([CH3:11])[CH2:6]1)[CH2:2][CH2:3][CH3:4], predict the reactants needed to synthesize it. The reactants are: [CH2:1]([N:5]1[CH2:10][CH2:9][CH2:8][CH:7]([CH3:11])[CH2:6]1)[CH2:2][CH2:3][CH3:4].[CH3:12][I:13]. (2) Given the product [Cl:18][CH:17]([C:19]1[CH:20]=[CH:21][C:22]([Cl:25])=[CH:23][CH:24]=1)[C:16]([NH:15][CH:8]([C:4]1[CH:5]=[CH:6][CH:7]=[C:2]([NH:1][S:36]([C:32]2[CH:33]=[CH:34][CH:35]=[C:30]([N+:27]([O-:29])=[O:28])[CH:31]=2)(=[O:37])=[O:38])[CH:3]=1)[CH2:9][C:10]([O:12][CH2:13][CH3:14])=[O:11])=[O:26], predict the reactants needed to synthesize it. The reactants are: [NH2:1][C:2]1[CH:3]=[C:4]([CH:8]([NH:15][C:16](=[O:26])[CH:17]([C:19]2[CH:24]=[CH:23][C:22]([Cl:25])=[CH:21][CH:20]=2)[Cl:18])[CH2:9][C:10]([O:12][CH2:13][CH3:14])=[O:11])[CH:5]=[CH:6][CH:7]=1.[N+:27]([C:30]1[CH:31]=[C:32]([S:36](Cl)(=[O:38])=[O:37])[CH:33]=[CH:34][CH:35]=1)([O-:29])=[O:28]. (3) Given the product [CH:1]1([NH:7][C:11]([C:13]2[C:14](=[O:32])[N:15]([CH2:24][C:25]3[CH:26]=[CH:27][C:28]([F:31])=[CH:29][CH:30]=3)[C:16]3[C:21]([C:22]=2[OH:23])=[CH:20][CH:19]=[CH:18][CH:17]=3)=[O:10])[CH2:6][CH2:5][CH2:4][CH2:3][CH2:2]1, predict the reactants needed to synthesize it. The reactants are: [CH:1]1([NH2:7])[CH2:6][CH2:5][CH2:4][CH2:3][CH2:2]1.C([O:10][C:11]([C:13]1[C:14](=[O:32])[N:15]([CH2:24][C:25]2[CH:30]=[CH:29][C:28]([F:31])=[CH:27][CH:26]=2)[C:16]2[C:21]([C:22]=1[OH:23])=[CH:20][CH:19]=[CH:18][CH:17]=2)=O)C. (4) Given the product [CH3:21][Si:22]([C:25]#[C:26][C:2]1[CH:20]=[CH:19][C:5]([N:6]([CH2:13][CH2:14][CH2:15][CH2:16][CH2:17][CH3:18])[CH2:7][CH2:8][CH2:9][CH2:10][CH2:11][CH3:12])=[CH:4][CH:3]=1)([CH3:24])[CH3:23], predict the reactants needed to synthesize it. The reactants are: I[C:2]1[CH:20]=[CH:19][C:5]([N:6]([CH2:13][CH2:14][CH2:15][CH2:16][CH2:17][CH3:18])[CH2:7][CH2:8][CH2:9][CH2:10][CH2:11][CH3:12])=[CH:4][CH:3]=1.[CH3:21][Si:22]([C:25]#[CH:26])([CH3:24])[CH3:23]. (5) Given the product [Si:1]([O:18][CH2:19][C:20]1[N:25]=[CH:24][N:23]=[C:22]([C:26]([CH:28]2[CH2:30][CH2:29]2)=[O:37])[CH:21]=1)([C:14]([CH3:17])([CH3:15])[CH3:16])([C:8]1[CH:9]=[CH:10][CH:11]=[CH:12][CH:13]=1)[C:2]1[CH:7]=[CH:6][CH:5]=[CH:4][CH:3]=1, predict the reactants needed to synthesize it. The reactants are: [Si:1]([O:18][CH2:19][C:20]1[N:25]=[CH:24][N:23]=[C:22]([C:26]#N)[CH:21]=1)([C:14]([CH3:17])([CH3:16])[CH3:15])([C:8]1[CH:13]=[CH:12][CH:11]=[CH:10][CH:9]=1)[C:2]1[CH:7]=[CH:6][CH:5]=[CH:4][CH:3]=1.[CH:28]1([Mg]Br)[CH2:30][CH2:29]1.Cl.C1C[O:37]CC1. (6) Given the product [CH3:1][O:2][C:3]1[CH:18]=[CH:17][C:6]([O:7][C:8]2[CH:9]=[C:10]3[C:14](=[CH:15][CH:16]=2)[N:13]([C:22]2[CH:29]=[CH:28][C:25]([C:26]#[N:27])=[CH:24][CH:23]=2)[N:12]=[CH:11]3)=[CH:5][CH:4]=1, predict the reactants needed to synthesize it. The reactants are: [CH3:1][O:2][C:3]1[CH:18]=[CH:17][C:6]([O:7][C:8]2[CH:9]=[C:10]3[C:14](=[CH:15][CH:16]=2)[NH:13][N:12]=[CH:11]3)=[CH:5][CH:4]=1.[H-].[Na+].F[C:22]1[CH:29]=[CH:28][C:25]([C:26]#[N:27])=[CH:24][CH:23]=1.